From a dataset of Forward reaction prediction with 1.9M reactions from USPTO patents (1976-2016). Predict the product of the given reaction. Given the reactants [C:1]([C:5]1[C:6]([O:25]CC)=[C:7]([S:12][C:13]2[CH:18]=[C:17]([CH3:19])[CH:16]=[C:15]([C:20]([CH3:23])([CH3:22])[CH3:21])[C:14]=2[OH:24])[CH:8]=[C:9]([CH3:11])[CH:10]=1)([CH3:4])([CH3:3])[CH3:2].C(C1C(O)=C(SC2C=C(C)C=C(C(C)(C)C)C=2OC)C=C(C)C=1)(C)(C)C.C(C1C(O)=C(SC2C=C(C)C=C(C(C)(C)C)C=2OCCC)C=C(C)C=1)(C)(C)C.C(C1C(O)=C(SC2C=C(C)C=C(C(C)(C)C)C=2O[Si](C)(C)C)C=C(C)C=1)(C)(C)C.C(C1C(O)=C(SC2C(C)=CC=CC=2C)C=C(C(C)(C)C)C=1)(C)(C)C, predict the reaction product. The product is: [S:12]([C:13]1[CH:18]=[C:17]([CH3:19])[CH:16]=[C:15]([C:20]([CH3:23])([CH3:22])[CH3:21])[C:14]=1[OH:24])[C:7]1[CH:8]=[C:9]([CH3:11])[CH:10]=[C:5]([C:1]([CH3:4])([CH3:2])[CH3:3])[C:6]=1[OH:25].